Dataset: Full USPTO retrosynthesis dataset with 1.9M reactions from patents (1976-2016). Task: Predict the reactants needed to synthesize the given product. (1) The reactants are: [NH2:1][CH:2]1[CH2:10][CH:9]2[N:5]([CH2:6][CH2:7][CH2:8]2)[CH2:4][CH2:3]1.[CH:11]([C:13]1[CH:18]=[CH:17][N:16]=[CH:15][CH:14]=1)=O.S([O-])([O-])(=O)=O.[Mg+2]. Given the product [N:16]1[CH:17]=[CH:18][C:13]([CH:11]=[N:1][CH:2]2[CH2:10][CH:9]3[N:5]([CH2:6][CH2:7][CH2:8]3)[CH2:4][CH2:3]2)=[CH:14][CH:15]=1, predict the reactants needed to synthesize it. (2) The reactants are: [CH3:1][C:2]([O:5][C:6]([N:8]1[C@H:11]([C:12]([OH:14])=O)[CH2:10][CH2:9]1)=[O:7])([CH3:4])[CH3:3].ClC(OCC)=O.[NH3:21]. Given the product [C:2]([O:5][C:6]([N:8]1[CH2:9][CH2:10][C@H:11]1[C:12](=[O:14])[NH2:21])=[O:7])([CH3:4])([CH3:3])[CH3:1], predict the reactants needed to synthesize it. (3) Given the product [C:19]1([CH:17]([N:14]2[CH2:15][CH2:16][C:11]3([CH2:10][C:9](=[O:29])[C:8]4[C:26](=[CH:27][CH:28]=[C:6](/[CH:5]=[CH:4]/[C:3]([OH:30])=[O:2])[CH:7]=4)[O:25]3)[CH2:12][CH2:13]2)[CH3:18])[CH:24]=[CH:23][CH:22]=[CH:21][CH:20]=1, predict the reactants needed to synthesize it. The reactants are: C[O:2][C:3](=[O:30])/[CH:4]=[CH:5]/[C:6]1[CH:7]=[C:8]2[C:26](=[CH:27][CH:28]=1)[O:25][C:11]1([CH2:16][CH2:15][N:14]([CH:17]([C:19]3[CH:24]=[CH:23][CH:22]=[CH:21][CH:20]=3)[CH3:18])[CH2:13][CH2:12]1)[CH2:10][C:9]2=[O:29].[OH-].[Na+]. (4) Given the product [CH:1]1([C:4]2[CH:9]=[CH:8][N:7]=[CH:6][C:5]=2[N:10]2[CH2:19][CH2:18][C:17]3[C:12](=[CH:13][C:14]([N+:27]([O-:29])=[O:28])=[C:15]([F:20])[CH:16]=3)[C:11]2=[O:21])[CH2:3][CH2:2]1, predict the reactants needed to synthesize it. The reactants are: [CH:1]1([C:4]2[CH:9]=[CH:8][N:7]=[CH:6][C:5]=2[N:10]2[CH2:19][CH2:18][C:17]3[C:12](=[CH:13][CH:14]=[C:15]([F:20])[CH:16]=3)[C:11]2=[O:21])[CH2:3][CH2:2]1.OS(O)(=O)=O.[N+:27]([O-])([O-:29])=[O:28].[K+]. (5) The reactants are: [CH2:1]([N:8]1[C:13]2[CH:14]=[C:15]([CH2:18][C:19]3[CH:20]=[C:21]([C@@:26]4(OC)[C@H:31]([OH:32])[C@@H:30]([OH:33])[C@H:29]([OH:34])[C@@H:28]([CH2:35][OH:36])[O:27]4)[CH:22]=[CH:23][C:24]=3[Cl:25])[CH:16]=[CH:17][C:12]=2[O:11][CH2:10][CH2:9]1)[C:2]1[CH:7]=[CH:6][CH:5]=[CH:4][CH:3]=1.B(F)(F)F.C([SiH](CC)CC)C. Given the product [CH2:1]([N:8]1[C:13]2[CH:14]=[C:15]([CH2:18][C:19]3[CH:20]=[C:21]([C@H:26]4[C@H:31]([OH:32])[C@@H:30]([OH:33])[C@H:29]([OH:34])[C@@H:28]([CH2:35][OH:36])[O:27]4)[CH:22]=[CH:23][C:24]=3[Cl:25])[CH:16]=[CH:17][C:12]=2[O:11][CH2:10][CH2:9]1)[C:2]1[CH:3]=[CH:4][CH:5]=[CH:6][CH:7]=1, predict the reactants needed to synthesize it.